Dataset: Full USPTO retrosynthesis dataset with 1.9M reactions from patents (1976-2016). Task: Predict the reactants needed to synthesize the given product. Given the product [NH2:1][C:2]1[N:6]([C:7]2[C:12]([Cl:13])=[CH:11][C:10]([C:14]([F:17])([F:15])[F:16])=[CH:9][C:8]=2[Cl:18])[N:5]=[C:4]([S:19][CH3:20])[C:3]=1[C:21](=[O:35])[C:22]1[CH:27]=[C:26]([CH2:28][CH2:29][CH2:30][OH:31])[CH:25]=[CH:24][C:23]=1[CH3:34], predict the reactants needed to synthesize it. The reactants are: [NH2:1][C:2]1[N:6]([C:7]2[C:12]([Cl:13])=[CH:11][C:10]([C:14]([F:17])([F:16])[F:15])=[CH:9][C:8]=2[Cl:18])[N:5]=[C:4]([S:19][CH3:20])[C:3]=1[C:21](=[O:35])[C:22]1[CH:27]=[C:26]([CH2:28][CH2:29][C:30](OC)=[O:31])[CH:25]=[CH:24][C:23]=1[CH3:34].CC(C[AlH]CC(C)C)C.